Dataset: Catalyst prediction with 721,799 reactions and 888 catalyst types from USPTO. Task: Predict which catalyst facilitates the given reaction. (1) Reactant: [OH:1][CH2:2][CH:3]([NH:6][S:7]([C:10]1[S:14][C:13]([NH:15]C(=O)C)=[N:12][C:11]=1[CH3:19])(=[O:9])=[O:8])[CH2:4][OH:5]. Product: [OH:1][CH2:2][CH:3]([NH:6][S:7]([C:10]1[S:14][C:13]([NH2:15])=[N:12][C:11]=1[CH3:19])(=[O:9])=[O:8])[CH2:4][OH:5]. The catalyst class is: 33. (2) Reactant: [Br:1][C:2]1[CH:3]=[C:4]([CH:19]=[C:20]([CH:22]=O)[CH:21]=1)[O:5][CH:6]1[CH2:11][CH2:10][N:9]([C:12]([O:14][C:15]([CH3:18])([CH3:17])[CH3:16])=[O:13])[CH2:8][CH2:7]1.Cl.[NH2:25][OH:26].C([O-])(=O)C.[Na+]. Product: [Br:1][C:2]1[CH:3]=[C:4]([CH:19]=[C:20](/[CH:22]=[N:25]/[OH:26])[CH:21]=1)[O:5][CH:6]1[CH2:11][CH2:10][N:9]([C:12]([O:14][C:15]([CH3:18])([CH3:17])[CH3:16])=[O:13])[CH2:8][CH2:7]1. The catalyst class is: 40. (3) Reactant: [Br:1][C:2]1[C:3]([F:12])=[C:4]2[C:10]([NH2:11])=[CH:9][NH:8][C:5]2=[N:6][CH:7]=1.[O:13]1[CH2:17][CH2:16][CH2:15][CH:14]1[C:18](O)=[O:19].C(N(CC)CC)C.C1N(P(Cl)(N2C(=O)OCC2)=O)C(=O)OC1.[Li+].[OH-]. Product: [Br:1][C:2]1[C:3]([F:12])=[C:4]2[C:10]([NH:11][C:18]([CH:14]3[CH2:15][CH2:16][CH2:17][O:13]3)=[O:19])=[CH:9][NH:8][C:5]2=[N:6][CH:7]=1. The catalyst class is: 34. (4) Reactant: [CH2:1]([O:8][C:9]1[CH:14]=[CH:13][C:12]([CH3:15])=[CH:11][C:10]=1Br)[C:2]1[CH:7]=[CH:6][CH:5]=[CH:4][CH:3]=1.C([Li])CCC.[O:22]=[C:23]([C:29]1[CH:34]=[CH:33][CH:32]=[CH:31][CH:30]=1)[C:24]([O:26][CH2:27][CH3:28])=[O:25]. Product: [CH2:1]([O:8][C:9]1[CH:14]=[CH:13][C:12]([CH3:15])=[CH:11][C:10]=1[C:23]([OH:22])([C:29]1[CH:30]=[CH:31][CH:32]=[CH:33][CH:34]=1)[C:24]([O:26][CH2:27][CH3:28])=[O:25])[C:2]1[CH:7]=[CH:6][CH:5]=[CH:4][CH:3]=1. The catalyst class is: 7. (5) The catalyst class is: 6. Reactant: C(=O)C1C=CC=CC=1.[NH2:9][CH2:10][CH2:11][N:12]1[CH2:17][CH2:16][NH:15][CH2:14][CH2:13]1.[C:18]([O:22][C:23](O[C:23]([O:22][C:18]([CH3:21])([CH3:20])[CH3:19])=[O:24])=[O:24])([CH3:21])([CH3:20])[CH3:19]. Product: [N:12]1([CH2:11][CH2:10][NH:9][C:23](=[O:24])[O:22][C:18]([CH3:21])([CH3:20])[CH3:19])[CH2:17][CH2:16][NH:15][CH2:14][CH2:13]1.